This data is from Forward reaction prediction with 1.9M reactions from USPTO patents (1976-2016). The task is: Predict the product of the given reaction. (1) Given the reactants [Br:1][C:2]1[CH:17]=[CH:16][C:5]2[N:6]=[CH:7][C:8]3[CH:15]=[CH:14][CH:13]=[CH:12][C:9]=3[CH:10]([CH3:11])[C:4]=2[CH:3]=1.[O-]S(C(F)(F)F)(=O)=O.[Yb+3].[O-]S(C(F)(F)F)(=O)=O.[O-]S(C(F)(F)F)(=O)=O.CO/[CH:45]=[CH:46]/[C:47]([O:49][Si](C)(C)C)=[CH2:48], predict the reaction product. The product is: [Br:1][C:2]1[CH:17]=[CH:16][C:5]2[N:6]3[CH:45]=[CH:46][C:47](=[O:49])[CH2:48][CH:7]3[C:8]3[CH:15]=[CH:14][CH:13]=[CH:12][C:9]=3[CH:10]([CH3:11])[C:4]=2[CH:3]=1. (2) Given the reactants [Cl:1][C:2]1[CH:3]=[C:4]([N:10]2[CH:18]([CH:19]3[CH2:23][CH2:22][CH2:21][CH2:20]3)[CH:17]3[C:12]([C:13]4[CH:27]=[CH:26][C:25]([C:28]([OH:30])=[O:29])=[CH:24][C:14]=4[CH2:15][CH2:16]3)=[N:11]2)[CH:5]=[CH:6][C:7]=1[C:8]#[N:9].[CH2:31](O)[CH2:32][CH2:33][CH2:34][CH2:35][CH2:36][CH3:37], predict the reaction product. The product is: [Cl:1][C:2]1[CH:3]=[C:4]([N:10]2[CH:18]([CH:19]3[CH2:20][CH2:21][CH2:22][CH2:23]3)[CH:17]3[C:12]([C:13]4[CH:27]=[CH:26][C:25]([C:28]([O:30][CH2:31][CH2:32][CH2:33][CH2:34][CH2:35][CH2:36][CH3:37])=[O:29])=[CH:24][C:14]=4[CH2:15][CH2:16]3)=[N:11]2)[CH:5]=[CH:6][C:7]=1[C:8]#[N:9].